From a dataset of Reaction yield outcomes from USPTO patents with 853,638 reactions. Predict the reaction yield, written as a fraction of the theoretical maximum amount of product (1.0 means a 100% yield; for example, 0.34 means a 34% yield). (1) The reactants are [C:1]([C:5]1[O:9][N:8]=[C:7]([NH:10][C:11]([NH:13][C:14]2[CH:19]=[CH:18][CH:17]=[C:16]([S:20][C:21]3[C:30]4[C:25](=[CH:26][C:27]([O:35][CH3:36])=[C:28]([O:31][CH2:32][CH2:33]Cl)[CH:29]=4)[N:24]=[CH:23][N:22]=3)[CH:15]=2)=[O:12])[CH:6]=1)([CH3:4])([CH3:3])[CH3:2].[NH:37]1[CH2:42][CH2:41][O:40][CH2:39][CH2:38]1. No catalyst specified. The product is [C:1]([C:5]1[O:9][N:8]=[C:7]([NH:10][C:11]([NH:13][C:14]2[CH:19]=[CH:18][CH:17]=[C:16]([S:20][C:21]3[C:30]4[C:25](=[CH:26][C:27]([O:35][CH3:36])=[C:28]([O:31][CH2:32][CH2:33][N:37]5[CH2:42][CH2:41][O:40][CH2:39][CH2:38]5)[CH:29]=4)[N:24]=[CH:23][N:22]=3)[CH:15]=2)=[O:12])[CH:6]=1)([CH3:4])([CH3:3])[CH3:2]. The yield is 0.130. (2) The reactants are C[N:2]([CH3:19])[CH:3]=[CH:4][C:5]([C:7]1[CH:8]=[C:9]([N:13]([CH2:17][CH3:18])[C:14](=[O:16])[CH3:15])[CH:10]=[CH:11][CH:12]=1)=O.Cl.N[C:22]1[C:26]([C:27]#[N:28])=C[NH:24][N:23]=1.Cl. The catalyst is O.CO. The product is [CH3:18][CH2:17][N:13]([C:14]([CH3:15])=[O:16])[C:9]1[CH:10]=[CH:11][CH:12]=[C:7]([C:5]2[N:24]3[N:23]=[CH:22][C:26]([C:27]#[N:28])=[C:19]3[N:2]=[CH:3][CH:4]=2)[CH:8]=1. The yield is 0.961. (3) The reactants are [CH:1]1([CH2:4][N:5]([S:18]([C:21]2[S:22][CH:23]=[CH:24][CH:25]=2)(=[O:20])=[O:19])[C:6]2[CH:7]=[CH:8][CH:9]=[C:10]3[C:14]=2[NH:13][C:12]([C:15]([NH2:17])=O)=[CH:11]3)[CH2:3][CH2:2]1.COC1C=CC(P2(SP(C3C=CC(OC)=CC=3)(=S)S2)=[S:35])=CC=1. The catalyst is O1CCCC1. The product is [CH:1]1([CH2:4][N:5]([S:18]([C:21]2[S:22][CH:23]=[CH:24][CH:25]=2)(=[O:20])=[O:19])[C:6]2[CH:7]=[CH:8][CH:9]=[C:10]3[C:14]=2[NH:13][C:12]([C:15](=[S:35])[NH2:17])=[CH:11]3)[CH2:3][CH2:2]1. The yield is 0.880. (4) The reactants are [C:1]1([S:7]([C:10]2[CH:11]=[C:12]3[C:17](=[CH:18][CH:19]=2)[CH:16]([CH2:20][CH2:21]OS(C)(=O)=O)[CH2:15][CH2:14][CH2:13]3)(=[O:9])=[O:8])[CH:6]=[CH:5][CH:4]=[CH:3][CH:2]=1.[I-].[K+].[N-:29]=[N+]=[N-].[Na+].[H-].[Al+3].[Li+].[H-].[H-].[H-].C1COCC1.[ClH:44]. The catalyst is CN(C=O)C.CO.CCOCC.O. The product is [ClH:44].[C:1]1([S:7]([C:10]2[CH:11]=[C:12]3[C:17](=[CH:18][CH:19]=2)[CH:16]([CH2:20][CH2:21][NH2:29])[CH2:15][CH2:14][CH2:13]3)(=[O:9])=[O:8])[CH:6]=[CH:5][CH:4]=[CH:3][CH:2]=1. The yield is 0.170.